Dataset: Catalyst prediction with 721,799 reactions and 888 catalyst types from USPTO. Task: Predict which catalyst facilitates the given reaction. (1) Reactant: FC(F)(F)C(O)=O.[Si]([O:15][CH2:16][C:17]([CH3:61])([CH3:60])[CH2:18][N:19]1[CH:28]=[C:27]([S:29]([CH:32]2[CH2:37][CH2:36][N:35](C(OC(C)(C)C)=O)[CH2:34][CH2:33]2)(=[O:31])=[O:30])[C:26]2[C:21](=[CH:22][CH:23]=[C:24]([C:45]3[CH:50]=[C:49]([C:51](=[O:56])[NH:52][CH:53]4[CH2:55][CH2:54]4)[CH:48]=[C:47]([F:57])[C:46]=3[CH3:58])[CH:25]=2)[C:20]1=[O:59])(C(C)(C)C)(C)C. Product: [CH:53]1([NH:52][C:51](=[O:56])[C:49]2[CH:50]=[C:45]([C:24]3[CH:25]=[C:26]4[C:21](=[CH:22][CH:23]=3)[C:20](=[O:59])[N:19]([CH2:18][C:17]([CH3:61])([CH3:60])[CH2:16][OH:15])[CH:28]=[C:27]4[S:29]([CH:32]3[CH2:33][CH2:34][NH:35][CH2:36][CH2:37]3)(=[O:31])=[O:30])[C:46]([CH3:58])=[C:47]([F:57])[CH:48]=2)[CH2:54][CH2:55]1. The catalyst class is: 2. (2) Reactant: [N:1]1([C:5]([C:7]2[CH:8]=[N:9][N:10]([CH3:27])[C:11]=2[C:12]([NH:14][C:15]2[CH:20]=[CH:19][N:18]3[N:21]=[C:22]([C:24](O)=[O:25])[N:23]=[C:17]3[CH:16]=2)=[O:13])=[O:6])[CH2:4][CH2:3][CH2:2]1.Cl.[CH3:29][NH:30][CH3:31].CCCP(=O)=O.C(N(C(C)C)CC)(C)C. Product: [CH3:29][N:30]([CH3:31])[C:24]([C:22]1[N:23]=[C:17]2[CH:16]=[C:15]([NH:14][C:12]([C:11]3[N:10]([CH3:27])[N:9]=[CH:8][C:7]=3[C:5]([N:1]3[CH2:4][CH2:3][CH2:2]3)=[O:6])=[O:13])[CH:20]=[CH:19][N:18]2[N:21]=1)=[O:25]. The catalyst class is: 7. (3) Reactant: [F:1][C:2]1[CH:7]=[CH:6][CH:5]=[CH:4][C:3]=1[C:8]1[C:9](=[O:23])[C:10]([C:15]2[CH:20]=[CH:19][CH:18]=[C:17]([O:21][CH3:22])[CH:16]=2)=[C:11]([CH3:14])[C:12]=1O.[NH2:24][NH2:25]. Product: [CH3:22][O:21][C:17]1[CH:16]=[C:15]([C:10]2[C:9](=[O:23])[NH:24][N:25]=[C:12]([CH2:8][C:3]3[CH:4]=[CH:5][CH:6]=[CH:7][C:2]=3[F:1])[C:11]=2[CH3:14])[CH:20]=[CH:19][CH:18]=1. The catalyst class is: 8. (4) Reactant: [CH2:1]([O:4][C:5]1[CH:38]=[CH:37][C:8]([CH2:9][NH:10][C:11]2[N:16]=[C:15]([O:17][CH2:18][C:19]([F:22])([F:21])[F:20])[N:14]=[C:13]([NH:23][C:24]3[CH:36]=[CH:35][C:27]([C:28]([NH:30][CH2:31][C:32](O)=[O:33])=[O:29])=[CH:26][CH:25]=3)[N:12]=2)=[CH:7][CH:6]=1)[CH:2]=[CH2:3].[CH2:39]([S:42]([NH2:45])(=[O:44])=[O:43])[CH:40]=[CH2:41].CN(C(ON1N=NC2C=CC=NC1=2)=[N+](C)C)C.F[P-](F)(F)(F)(F)F.CCN(C(C)C)C(C)C. Product: [CH2:1]([O:4][C:5]1[CH:38]=[CH:37][C:8]([CH2:9][NH:10][C:11]2[N:16]=[C:15]([O:17][CH2:18][C:19]([F:20])([F:21])[F:22])[N:14]=[C:13]([NH:23][C:24]3[CH:36]=[CH:35][C:27]([C:28]([NH:30][CH2:31][C:32]([NH:45][S:42]([CH2:39][CH:40]=[CH2:41])(=[O:44])=[O:43])=[O:33])=[O:29])=[CH:26][CH:25]=3)[N:12]=2)=[CH:7][CH:6]=1)[CH:2]=[CH2:3]. The catalyst class is: 3. (5) Reactant: Cl.[F:2][C:3]1[CH:8]=[C:7]([O:9][CH3:10])[CH:6]=[CH:5][C:4]=1[C:11]([OH:15])([CH3:14])[CH2:12][NH2:13].N1([O:25][S:26]([CH:29]([CH3:31])[CH3:30])(=O)=[O:27])C2C=CC=CC=2N=N1. Product: [F:2][C:3]1[CH:8]=[C:7]([O:9][CH3:10])[CH:6]=[CH:5][C:4]=1[C:11]([OH:15])([CH3:14])[CH2:12][NH:13][S:26]([CH:29]([CH3:31])[CH3:30])(=[O:27])=[O:25]. The catalyst class is: 39. (6) Reactant: CS(O[CH2:6][C@@H:7]([NH:9][C:10]([O:12][C:13]([CH3:16])([CH3:15])[CH3:14])=[O:11])[CH3:8])(=O)=O.[CH3:17][SH:18].[Na]. Product: [CH3:8][C@H:7]([NH:9][C:10](=[O:11])[O:12][C:13]([CH3:14])([CH3:15])[CH3:16])[CH2:6][S:18][CH3:17]. The catalyst class is: 8. (7) Reactant: [CH2:1]([C:8]1[S:12][C:11]([NH2:13])=[N:10][C:9]=1[C:14]1[CH:19]=[CH:18][CH:17]=[CH:16][CH:15]=1)[C:2]1[CH:7]=[CH:6][CH:5]=[CH:4][CH:3]=1.[CH2:20]([O:22][C:23]1[CH:28]=[CH:27][C:26]([C:29](=[O:35])[CH2:30][CH2:31][C:32](O)=[O:33])=[CH:25][C:24]=1[CH2:36][CH2:37][CH3:38])[CH3:21].C1C=CC2N(O)N=NC=2C=1.CCN=C=NCCCN(C)C. Product: [CH2:1]([C:8]1[S:12][C:11]([NH:13][C:32](=[O:33])[CH2:31][CH2:30][C:29]([C:26]2[CH:27]=[CH:28][C:23]([O:22][CH2:20][CH3:21])=[C:24]([CH2:36][CH2:37][CH3:38])[CH:25]=2)=[O:35])=[N:10][C:9]=1[C:14]1[CH:19]=[CH:18][CH:17]=[CH:16][CH:15]=1)[C:2]1[CH:3]=[CH:4][CH:5]=[CH:6][CH:7]=1. The catalyst class is: 10. (8) Reactant: [C:1]([C:3]1[CH:8]=[CH:7][C:6]([C:9]2[N:13]3[CH:14]=[C:15]([C:19]4[CH:27]=[CH:26][C:22]([C:23]([O-:25])=[O:24])=[CH:21][CH:20]=4)[C:16]([CH3:18])=[CH:17][C:12]3=[N:11][CH:10]=2)=[CH:5][CH:4]=1)#[N:2].[Li+].[OH-]. Product: [C:1]([C:3]1[CH:4]=[CH:5][C:6]([C:9]2[N:13]3[CH:14]=[C:15]([C:19]4[CH:27]=[CH:26][C:22]([C:23]([OH:25])=[O:24])=[CH:21][CH:20]=4)[C:16]([CH3:18])=[CH:17][C:12]3=[N:11][CH:10]=2)=[CH:7][CH:8]=1)#[N:2]. The catalyst class is: 278.